Dataset: Full USPTO retrosynthesis dataset with 1.9M reactions from patents (1976-2016). Task: Predict the reactants needed to synthesize the given product. (1) Given the product [CH2:1]([O:8][C:9]1[CH:10]=[C:11]([CH:20]([OH:26])[CH2:21][NH:27][C:28]([CH3:48])([CH3:47])[CH2:29][CH2:30][N:31]2[C:36]3[CH:37]=[C:38]([F:41])[CH:39]=[CH:40][C:35]=3[C:34]([CH2:44][CH3:45])([CH2:42][CH3:43])[O:33][C:32]2=[O:46])[C:12]2[O:17][CH2:16][C:15](=[O:18])[NH:14][C:13]=2[CH:19]=1)[C:2]1[CH:3]=[CH:4][CH:5]=[CH:6][CH:7]=1, predict the reactants needed to synthesize it. The reactants are: [CH2:1]([O:8][C:9]1[CH:10]=[C:11]([C:20](=[O:26])[CH:21](OCC)O)[C:12]2[O:17][CH2:16][C:15](=[O:18])[NH:14][C:13]=2[CH:19]=1)[C:2]1[CH:7]=[CH:6][CH:5]=[CH:4][CH:3]=1.[NH2:27][C:28]([CH3:48])([CH3:47])[CH2:29][CH2:30][N:31]1[C:36]2[CH:37]=[C:38]([F:41])[CH:39]=[CH:40][C:35]=2[C:34]([CH2:44][CH3:45])([CH2:42][CH3:43])[O:33][C:32]1=[O:46].C1COCC1.[BH4-].[Li+]. (2) Given the product [CH3:1][C:2]1[N:3]=[C:4]([CH:7]2[CH2:11][CH2:10][NH:9][CH2:8]2)[S:5][CH:6]=1, predict the reactants needed to synthesize it. The reactants are: [CH3:1][C:2]1[N:3]=[C:4]([CH:7]2[CH2:11][CH2:10][N:9](C(OC(C)(C)C)=O)[CH2:8]2)[S:5][CH:6]=1. (3) Given the product [Cl:12][C:13]1[CH:14]=[C:15]([N+:20]([O-:22])=[O:21])[CH:16]=[CH:17][C:18]=1[O:1][C:2]1[CH:3]=[N:4][C:5]2[C:10]([CH:11]=1)=[CH:9][CH:8]=[CH:7][CH:6]=2, predict the reactants needed to synthesize it. The reactants are: [OH:1][C:2]1[CH:3]=[N:4][C:5]2[C:10]([CH:11]=1)=[CH:9][CH:8]=[CH:7][CH:6]=2.[Cl:12][C:13]1[CH:14]=[C:15]([N+:20]([O-:22])=[O:21])[CH:16]=[CH:17][C:18]=1F.C([O-])([O-])=O.[K+].[K+]. (4) Given the product [OH:14][CH:11]1[CH2:12][CH2:13][N:8]([C:5]2[N:4]=[CH:3][C:2]([C:16]#[N:17])=[CH:7][N:6]=2)[CH2:9][CH2:10]1, predict the reactants needed to synthesize it. The reactants are: Br[C:2]1[CH:3]=[N:4][C:5]([N:8]2[CH2:13][CH2:12][CH:11]([OH:14])[CH2:10][CH2:9]2)=[N:6][CH:7]=1.[Cu][C:16]#[N:17]. (5) Given the product [ClH:31].[NH2:8][C@@H:12]([CH2:13][C:14]1[CH:15]=[CH:16][C:17]([O:20][C:21]2[C:30]3[C:25](=[CH:26][C:27]([Cl:31])=[CH:28][CH:29]=3)[N:24]=[CH:23][CH:22]=2)=[CH:18][CH:19]=1)[CH2:11][OH:10], predict the reactants needed to synthesize it. The reactants are: C(OC([N:8]1[C@@H:12]([CH2:13][C:14]2[CH:19]=[CH:18][C:17]([O:20][C:21]3[C:30]4[C:25](=[CH:26][C:27]([Cl:31])=[CH:28][CH:29]=4)[N:24]=[CH:23][CH:22]=3)=[CH:16][CH:15]=2)[CH2:11][O:10]C1(C)C)=O)(C)(C)C.CO.Cl. (6) Given the product [NH2:37][C:36]1[NH:50][C:15]([C:10]2[CH:11]=[CH:12][CH:13]=[CH:14][C:9]=2[O:8][CH2:1][C:2]2[CH:7]=[CH:6][CH:5]=[CH:4][CH:3]=2)=[CH:16][CH:34]([CH:26]([NH:25][C:23]([O:22][C:18]([CH3:19])([CH3:20])[CH3:21])=[O:24])[CH2:27][C:28]2[CH:29]=[CH:30][CH:31]=[CH:32][CH:33]=2)[C:38]=1[C:39]([O:41][C:42]([CH3:45])([CH3:44])[CH3:43])=[O:40], predict the reactants needed to synthesize it. The reactants are: [CH2:1]([O:8][C:9]1[CH:14]=[CH:13][CH:12]=[CH:11][C:10]=1[C:15](=O)[CH3:16])[C:2]1[CH:7]=[CH:6][CH:5]=[CH:4][CH:3]=1.[C:18]([O:22][C:23]([NH:25][C@H:26]([CH:34]=O)[CH2:27][C:28]1[CH:33]=[CH:32][CH:31]=[CH:30][CH:29]=1)=[O:24])([CH3:21])([CH3:20])[CH3:19].[C:36]([CH2:38][C:39]([O:41][C:42]([CH3:45])([CH3:44])[CH3:43])=[O:40])#[N:37].C([O-])(=O)C.[NH4+:50]. (7) Given the product [NH2:26][CH2:25][C:23]1[O:22][N:21]=[C:20]([C:15]2[CH:16]=[CH:17][C:18]([CH3:19])=[C:13]([NH:12][C:10]([C:3]3[N:4]4[CH:9]=[CH:8][CH:7]=[CH:6][C:5]4=[N:1][CH:2]=3)=[O:11])[CH:14]=2)[N:24]=1, predict the reactants needed to synthesize it. The reactants are: [N:1]1[CH:2]=[C:3]([C:10]([NH:12][C:13]2[CH:14]=[C:15]([C:20]3[N:24]=[C:23]([CH2:25][N:26](C)C(=O)OC(C)(C)C)[O:22][N:21]=3)[CH:16]=[CH:17][C:18]=2[CH3:19])=[O:11])[N:4]2[CH:9]=[CH:8][CH:7]=[CH:6][C:5]=12.Cl. (8) Given the product [CH2:23]([O:20][C:18](=[O:19])[CH:14]([C:3]1[CH:4]=[C:5]([N+:8]([O-:10])=[O:9])[CH:6]=[CH:7][C:2]=1[Cl:1])[C:15]([O:17][CH2:42][CH3:43])=[O:16])[CH3:24], predict the reactants needed to synthesize it. The reactants are: [Cl:1][C:2]1[CH:7]=[CH:6][C:5]([N+:8]([O-:10])=[O:9])=[CH:4][C:3]=1I.C([C:14](CC)([C:18]([O-:20])=[O:19])[C:15]([O-:17])=[O:16])C.[C:23]1(C2C=CC=CC=2O)C=CC=C[CH:24]=1.C(=O)([O-])[O-].[Cs+].[Cs+].[CH2:42]1COC[CH2:43]1. (9) Given the product [C:22]([O:26][C:27]([NH:29][C@@H:30]([C:32]1[C:33]([F:61])=[C:34]([C:2]2[CH:7]=[CH:6][CH:5]=[C:4]([N:8]([CH2:10][C:11]3[CH:16]=[CH:15][CH:14]=[CH:13][C:12]=3[CH2:17][C:18]([O:20][CH3:21])=[O:19])[CH3:9])[CH:3]=2)[CH:35]=[CH:36][CH:37]=1)[CH3:31])=[O:28])([CH3:23])([CH3:24])[CH3:25], predict the reactants needed to synthesize it. The reactants are: Br[C:2]1[CH:3]=[C:4]([N:8]([CH2:10][C:11]2[CH:16]=[CH:15][CH:14]=[CH:13][C:12]=2[CH2:17][C:18]([O:20][CH3:21])=[O:19])[CH3:9])[CH:5]=[CH:6][CH:7]=1.[C:22]([O:26][C:27]([NH:29][C@@H:30]([C:32]1[C:33]([F:61])=[C:34](C2C=C(O)C=C(COC3C=CC=CC=3CC(OC(C)(C)C)=O)C=2)[CH:35]=[CH:36][CH:37]=1)[CH3:31])=[O:28])([CH3:25])([CH3:24])[CH3:23].[O-]P([O-])([O-])=O.[K+].[K+].[K+].C(Cl)Cl.